This data is from Forward reaction prediction with 1.9M reactions from USPTO patents (1976-2016). The task is: Predict the product of the given reaction. (1) Given the reactants [CH3:1][C:2]1[C:3]([C:24]#[N:25])=[C:4]2[NH:17][C:16]([C:18]3[CH:19]=[N:20][CH:21]=[CH:22][CH:23]=3)=[N:15][N:5]2[C:6](=O)[C:7]=1[C:8]1[CH:13]=[CH:12][CH:11]=[CH:10][CH:9]=1.P(Cl)(Cl)([Cl:28])=O, predict the reaction product. The product is: [Cl:28][C:6]1[N:5]2[N:15]=[C:16]([C:18]3[CH:19]=[N:20][CH:21]=[CH:22][CH:23]=3)[N:17]=[C:4]2[C:3]([C:24]#[N:25])=[C:2]([CH3:1])[C:7]=1[C:8]1[CH:13]=[CH:12][CH:11]=[CH:10][CH:9]=1. (2) Given the reactants [CH3:1][S:2][C:3]1[CH:8]=[C:7]([N:9]2[CH2:13][CH2:12][CH2:11][CH2:10]2)[CH:6]=[CH:5][C:4]=1[C:14]1[S:15][C:16]2[CH:22]([OH:23])[CH2:21][CH2:20][CH2:19][C:17]=2[N:18]=1.ClC1C=CC=C(C(OO)=[O:32])C=1.C1(P(C2C=CC=CC=2)C2C=CC=CC=2)C=CC=CC=1, predict the reaction product. The product is: [CH3:1][S:2]([C:3]1[CH:8]=[C:7]([N:9]2[CH2:13][CH2:12][CH2:11][CH2:10]2)[CH:6]=[CH:5][C:4]=1[C:14]1[S:15][C:16]2[CH:22]([OH:23])[CH2:21][CH2:20][CH2:19][C:17]=2[N:18]=1)=[O:32]. (3) Given the reactants [Cl:1]Cl.[CH2:3]([C:5]1[CH:9]=[C:8]([C:10]([O:12][CH2:13][CH3:14])=[O:11])[N:7]([CH3:15])[N:6]=1)[CH3:4], predict the reaction product. The product is: [Cl:1][C:9]1[C:5]([CH2:3][CH3:4])=[N:6][N:7]([CH3:15])[C:8]=1[C:10]([O:12][CH2:13][CH3:14])=[O:11]. (4) Given the reactants Cl[CH2:2][C:3]([N:5]([CH2:9][C:10]1([OH:24])[CH2:15][CH2:14][N:13]([C:16]([O:18][C:19]([CH3:22])([CH3:21])[CH3:20])=[O:17])[CH:12]([CH3:23])[CH2:11]1)[CH:6]1[CH2:8][CH2:7]1)=[O:4].[H-].[Na+], predict the reaction product. The product is: [CH:6]1([N:5]2[CH2:9][C:10]3([CH2:15][CH2:14][N:13]([C:16]([O:18][C:19]([CH3:22])([CH3:21])[CH3:20])=[O:17])[CH:12]([CH3:23])[CH2:11]3)[O:24][CH2:2][C:3]2=[O:4])[CH2:8][CH2:7]1. (5) Given the reactants Cl[C:2]1[CH:11]=[CH:10][C:9]2[C:4](=[C:5]([C:15]3[C:24]4[C:19](=[CH:20][CH:21]=[CH:22][CH:23]=4)[CH:18]=[CH:17][CH:16]=3)[CH:6]=[C:7]([N+:12]([O-:14])=[O:13])[CH:8]=2)[N:3]=1.[C:25]([Cu])#[N:26], predict the reaction product. The product is: [C:15]1([C:5]2[CH:6]=[C:7]([N+:12]([O-:14])=[O:13])[CH:8]=[C:9]3[C:4]=2[N:3]=[C:2]([C:25]#[N:26])[CH:11]=[CH:10]3)[C:24]2[C:19](=[CH:20][CH:21]=[CH:22][CH:23]=2)[CH:18]=[CH:17][CH:16]=1.